From a dataset of Forward reaction prediction with 1.9M reactions from USPTO patents (1976-2016). Predict the product of the given reaction. The product is: [CH:1]([O-:4])([CH3:3])[CH3:2].[CH:5]([O-:8])([CH3:7])[CH3:6].[C:14]([O-:18])(=[O:17])[CH:15]=[CH2:16].[Al+3:13]. Given the reactants [CH:1]([O-:4])([CH3:3])[CH3:2].[CH:5]([O-:8])([CH3:7])[CH3:6].C([O-])(C)C.[Al+3:13].[C:14]([OH:18])(=[O:17])[CH:15]=[CH2:16], predict the reaction product.